Task: Predict the reactants needed to synthesize the given product.. Dataset: Full USPTO retrosynthesis dataset with 1.9M reactions from patents (1976-2016) (1) Given the product [CH3:1][C@H:2]1[CH2:11][C:10](=[O:12])[CH2:9][C:4]2([CH2:5][CH2:6][CH2:7][CH2:8]2)[C@H:3]1[C:13]([O:15][CH2:16][CH3:17])=[O:14], predict the reactants needed to synthesize it. The reactants are: [CH3:1][C:2]1[CH:3]([C:13]([O:15][CH2:16][CH3:17])=[O:14])[C:4]2([CH2:9][C:10](=[O:12])[CH:11]=1)[CH2:8][CH2:7][CH2:6][CH2:5]2. (2) Given the product [Cl:1][C:2]1[CH:15]=[C:14]([N+:16]([O-:18])=[O:17])[CH:13]=[CH:12][C:3]=1[O:4][C:5]1[CH:10]=[CH:9][CH:8]=[C:7]([O:11][CH2:33][C:34]([CH3:37])([CH3:36])[CH3:35])[CH:6]=1, predict the reactants needed to synthesize it. The reactants are: [Cl:1][C:2]1[CH:15]=[C:14]([N+:16]([O-:18])=[O:17])[CH:13]=[CH:12][C:3]=1[O:4][C:5]1[CH:6]=[C:7]([OH:11])[CH:8]=[CH:9][CH:10]=1.[OH-].[K+].F[P-](F)(F)(F)(F)F.CN([P+](N(C)C)(N(C)C)O[CH2:33][C:34]([CH3:37])([CH3:36])[CH3:35])C.O.